Dataset: CYP2C9 inhibition data for predicting drug metabolism from PubChem BioAssay. Task: Regression/Classification. Given a drug SMILES string, predict its absorption, distribution, metabolism, or excretion properties. Task type varies by dataset: regression for continuous measurements (e.g., permeability, clearance, half-life) or binary classification for categorical outcomes (e.g., BBB penetration, CYP inhibition). Dataset: cyp2c9_veith. (1) The molecule is c1cc(CCN2CCCCC2)ccn1. The result is 0 (non-inhibitor). (2) The result is 0 (non-inhibitor). The drug is CCN(CC)C(=O)Cn1cnc([N+](=O)[O-])n1. (3) The molecule is C=CCn1c(O)c(C(CC)=NC2CC2)c(=O)[nH]c1=O. The result is 0 (non-inhibitor). (4) The drug is O=C(c1cnccn1)N1CCC2(CC1)CCN(c1ccccn1)CC2. The result is 0 (non-inhibitor). (5) The drug is CO[C@H]1COC(=O)C/C=C\[C@@H](C)COC(=O)[C@@H](OCc2ccccc2)/C=C\[C@@H]1C. The result is 0 (non-inhibitor). (6) The molecule is NC(N)=Nc1ccc2[nH]c3c(c2c1)C[C@]1(O)[C@@H]2Cc4ccc(O)c5c4[C@]1(CCN2CC1CC1)[C@H]3O5.O=C(O)C(F)(F)F.O=C(O)C(F)(F)F. The result is 0 (non-inhibitor). (7) The molecule is Cc1cc(N2CCN(C)CC2)n2nc(-c3ccc(Cl)cc3)nc2n1. The result is 0 (non-inhibitor). (8) The molecule is O=C(O)CCC(=O)c1ccc[nH]1. The result is 0 (non-inhibitor). (9) The drug is CN(C(=O)c1cnc(N2CCN(c3ncccn3)CC2)c2ccccc12)c1ccc(Cl)cc1. The result is 1 (inhibitor).